Dataset: Reaction yield outcomes from USPTO patents with 853,638 reactions. Task: Predict the reaction yield, written as a fraction of the theoretical maximum amount of product (1.0 means a 100% yield; for example, 0.34 means a 34% yield). (1) The reactants are Br[C:2]1[CH:10]=[C:9]2[C:5]([CH2:6][CH2:7][CH:8]2[CH2:11][CH3:12])=[CH:4][CH:3]=1.C([Li])(C)(C)C.C(=O)=O.CC(C)=O.[N:25]([C:34]([O:36][C:37]([CH3:40])([CH3:39])[CH3:38])=[O:35])=[N:26][C:27]([O:29][C:30]([CH3:33])([CH3:32])[CH3:31])=[O:28]. The catalyst is O1CCCC1.C1CCCCC1. The product is [CH2:11]([CH:8]1[C:9]2[C:5](=[CH:4][CH:3]=[C:2]([N:25]([C:34]([O:36][C:37]([CH3:40])([CH3:39])[CH3:38])=[O:35])[NH:26][C:27]([O:29][C:30]([CH3:31])([CH3:32])[CH3:33])=[O:28])[CH:10]=2)[CH2:6][CH2:7]1)[CH3:12]. The yield is 0.815. (2) The reactants are CC(O)C.[C:5]([O:9][C:10]([NH:12][C@@H:13]([CH2:18][C:19]1[CH:24]=[CH:23][CH:22]=[CH:21][CH:20]=1)[C@H:14]([OH:17])[CH2:15]Cl)=[O:11])([CH3:8])([CH3:7])[CH3:6].[OH-].[Na+].C(O)(=O)CC(CC(O)=O)(C(O)=O)O. The catalyst is O. The product is [C:5]([O:9][C:10]([NH:12][C@@H:13]([CH2:18][C:19]1[CH:24]=[CH:23][CH:22]=[CH:21][CH:20]=1)[C@@H:14]1[O:17][CH2:15]1)=[O:11])([CH3:8])([CH3:7])[CH3:6]. The yield is 0.870. (3) The yield is 0.920. The catalyst is C1COCC1. The reactants are [CH2:1]([NH:3][C:4]1[C:9]([C:10](OCC)=[O:11])=[CH:8][N:7]=[C:6]([S:15][CH3:16])[N:5]=1)[CH3:2].[H-].[H-].[H-].[H-].[Li+].[Al+3]. The product is [CH2:1]([NH:3][C:4]1[C:9]([CH2:10][OH:11])=[CH:8][N:7]=[C:6]([S:15][CH3:16])[N:5]=1)[CH3:2].